Dataset: Catalyst prediction with 721,799 reactions and 888 catalyst types from USPTO. Task: Predict which catalyst facilitates the given reaction. Reactant: C([NH:4][C:5]1[CH:10]=[CH:9][CH:8]=[CH:7][C:6]=1[C:11]1[NH:12][C:13](=[O:29])[N:14]([CH:16]2[CH2:21][CH2:20][N:19]([CH2:22][C:23]3[CH:28]=[CH:27][CH:26]=[CH:25][CH:24]=3)[CH2:18][CH2:17]2)[CH:15]=1)(=O)C.[OH-].[Na+]. Product: [NH2:4][C:5]1[CH:10]=[CH:9][CH:8]=[CH:7][C:6]=1[C:11]1[NH:12][C:13](=[O:29])[N:14]([CH:16]2[CH2:21][CH2:20][N:19]([CH2:22][C:23]3[CH:28]=[CH:27][CH:26]=[CH:25][CH:24]=3)[CH2:18][CH2:17]2)[CH:15]=1. The catalyst class is: 8.